Dataset: Experimentally validated miRNA-target interactions with 360,000+ pairs, plus equal number of negative samples. Task: Binary Classification. Given a miRNA mature sequence and a target amino acid sequence, predict their likelihood of interaction. The miRNA is hsa-miR-8054 with sequence GAAAGUACAGAUCGGAUGGGU. The protein sequence of the target gene is MTRILTAFKVVRTLKTGFGFTNVTAHQKWKFSRPGIRLLSVKAQTAHIVLEDGTKMKGYSFGHPSSVAGEVVFNTGLGGYPEAITDPAYKGQILTMANPIIGNGGAPDTTALDELGLSKYLESNGIKVSGLLVLDYSKDYNHWLATKSLGQWLQEEKVPAIYGVDTRMLTKIIRDKGTMLGKIEFEGQPVDFVDPNKQNLIAEVSTKDVKVYGKGNPTKVVAVDCGIKNNVIRLLVKRGAEVHLVPWNHDFTKMEYDGILIAGGPGNPALAEPLIQNVRKILESDRKEPLFGISTGNLIT.... Result: 1 (interaction).